This data is from Reaction yield outcomes from USPTO patents with 853,638 reactions. The task is: Predict the reaction yield, written as a fraction of the theoretical maximum amount of product (1.0 means a 100% yield; for example, 0.34 means a 34% yield). (1) The reactants are [Cl:1][C:2]1[CH:32]=[CH:31][C:5]([CH2:6][N:7]2[C:15]3[C:14](=[O:16])[N:13]([CH3:17])[C:12](=[O:18])[NH:11][C:10]=3[N:9]=[C:8]2[O:19][C:20]2[CH:25]=[CH:24][CH:23]=[C:22]([O:26][C:27]([F:30])([F:29])[F:28])[CH:21]=2)=[CH:4][CH:3]=1.[Br:33][CH2:34][CH2:35]Br.C(=O)([O-])[O-].[K+].[K+]. The catalyst is CN(C=O)C. The product is [Br:33][CH2:34][CH2:35][N:11]1[C:10]2[N:9]=[C:8]([O:19][C:20]3[CH:25]=[CH:24][CH:23]=[C:22]([O:26][C:27]([F:30])([F:28])[F:29])[CH:21]=3)[N:7]([CH2:6][C:5]3[CH:4]=[CH:3][C:2]([Cl:1])=[CH:32][CH:31]=3)[C:15]=2[C:14](=[O:16])[N:13]([CH3:17])[C:12]1=[O:18]. The yield is 0.916. (2) The reactants are [Cl:1][C:2]1[CH:7]=[C:6]([N+:8]([O-:10])=[O:9])[C:5]([CH3:11])=[CH:4][C:3]=1[Cl:12].CN(C(OC)[O:17]C)C. The catalyst is CN(C=O)C.CN(C=O)C.O. The product is [Cl:1][C:2]1[C:3]([Cl:12])=[CH:4][C:5]([CH:11]=[O:17])=[C:6]([N+:8]([O-:10])=[O:9])[CH:7]=1. The yield is 0.230. (3) The reactants are C(OC([N:8]1[CH2:12][C:11]([F:14])([F:13])[CH2:10][CH:9]1[CH2:15][C:16]([OH:18])=[O:17])=O)(C)(C)C.[ClH:19]. The catalyst is CCOC(C)=O. The product is [ClH:19].[F:14][C:11]1([F:13])[CH2:12][NH:8][CH:9]([CH2:15][C:16]([OH:18])=[O:17])[CH2:10]1. The yield is 0.990. (4) The reactants are [CH3:1][O:2][C:3]1[N:8]=[CH:7][C:6]([NH:9][C:10]2[C:17]([C:18]3[N:26]=[C:25]([CH3:27])[N:24]=[C:23]4[C:19]=3[N:20]=[CH:21][N:22]4C3CCCCO3)=[CH:16][C:13]([CH:14]=[O:15])=[CH:12][N:11]=2)=[CH:5][CH:4]=1.[BH4-].[Na+].C(Cl)Cl.Cl. The catalyst is CO. The product is [CH3:1][O:2][C:3]1[N:8]=[CH:7][C:6]([NH:9][C:10]2[N:11]=[CH:12][C:13]([CH2:14][OH:15])=[CH:16][C:17]=2[C:18]2[N:26]=[C:25]([CH3:27])[N:24]=[C:23]3[C:19]=2[N:20]=[CH:21][NH:22]3)=[CH:5][CH:4]=1. The yield is 0.710. (5) The reactants are C[Si]([N:5]=[C:6]=[O:7])(C)C.[OH:8][NH:9][CH2:10][C:11]1[CH:16]=[CH:15][C:14]([N:17]2[CH2:26][CH2:25][C:20]3([O:24][CH2:23][CH2:22][O:21]3)[CH2:19][CH2:18]2)=[CH:13][CH:12]=1.C1COCC1.O1CCOCC1. The catalyst is O. The product is [O:21]1[C:20]2([CH2:19][CH2:18][N:17]([C:14]3[CH:15]=[CH:16][C:11]([CH2:10][N:9]([OH:8])[C:6]([NH2:5])=[O:7])=[CH:12][CH:13]=3)[CH2:26][CH2:25]2)[O:24][CH2:23][CH2:22]1. The yield is 0.730. (6) The reactants are [CH3:1][C@H:2]1[C@@H:7]([N:8]([C:10]2[N:18]=[CH:17][N:16]=[C:15]3[C:11]=2[CH:12]=[CH:13][NH:14]3)[CH3:9])[CH2:6][N:5]([C:19]([CH2:21][C:22]#[N:23])=[O:20])[CH2:4][CH2:3]1.Cl.O.[C:26]([OH:38])(=[O:37])[CH2:27][C:28]([CH2:33][C:34]([OH:36])=[O:35])([C:30]([OH:32])=[O:31])[OH:29].C(N(CC)C(C)C)(C)C. The catalyst is O. The product is [CH3:1][C@H:2]1[C@@H:7]([N:8]([C:10]2[N:18]=[CH:17][N:16]=[C:15]3[C:11]=2[CH:12]=[CH:13][NH:14]3)[CH3:9])[CH2:6][N:5]([C:19]([CH2:21][C:22]#[N:23])=[O:20])[CH2:4][CH2:3]1.[CH2:33]([C:28]([OH:29])([C:30]([OH:32])=[O:31])[CH2:27][C:26]([OH:38])=[O:37])[C:34]([OH:36])=[O:35]. The yield is 0.800. (7) The reactants are [F:1][C:2]([F:13])([F:12])[C:3]1[CH:11]=[CH:10][CH:9]=[CH:8][C:4]=1[C:5](Cl)=[O:6].[NH2:14][C:15]1[N:23]=[CH:22][CH:21]=[CH:20][C:16]=1[C:17](O)=[O:18].O. The catalyst is N1C=CC=CC=1. The product is [F:1][C:2]([F:13])([F:12])[C:3]1[CH:11]=[CH:10][CH:9]=[CH:8][C:4]=1[C:5]1[O:6][C:17](=[O:18])[C:16]2[CH:20]=[CH:21][CH:22]=[N:23][C:15]=2[N:14]=1. The yield is 0.600. (8) The reactants are C([Li])(C)(C)C.CCCCC.Br[C:12]1[CH:17]=[CH:16][C:15]([S:18][CH3:19])=[CH:14][C:13]=1[CH3:20].[B:21](OC)([O:24]C)[O:22]C. The catalyst is C(OCC)C. The product is [CH3:20][C:13]1[CH:14]=[C:15]([S:18][CH3:19])[CH:16]=[CH:17][C:12]=1[B:21]([OH:24])[OH:22]. The yield is 0.500.